From a dataset of Reaction yield outcomes from USPTO patents with 853,638 reactions. Predict the reaction yield, written as a fraction of the theoretical maximum amount of product (1.0 means a 100% yield; for example, 0.34 means a 34% yield). (1) The reactants are [CH3:1][O:2][N:3]([CH3:15])[C:4]([C:6]1[C:14]2[C:9](=[CH:10][CH:11]=[CH:12][CH:13]=2)[NH:8][N:7]=1)=[O:5].FC(F)(F)C(OC1C(OC(=O)C(F)(F)F)=C([I:27])C=CC=1)=O.II.OS([O-])=O.[Na+]. The catalyst is C(Cl)Cl. The product is [I:27][C:12]1[CH:13]=[C:14]2[C:9](=[CH:10][CH:11]=1)[NH:8][N:7]=[C:6]2[C:4]([N:3]([O:2][CH3:1])[CH3:15])=[O:5]. The yield is 0.720. (2) The reactants are [CH2:1]([O:8][CH2:9][CH2:10][CH2:11][O:12][C:13]1[C:18]([F:19])=[CH:17][CH:16]=[C:15]([CH:20]=[O:21])[C:14]=1OS(C(F)(F)F)(=O)=O)[C:2]1[CH:7]=[CH:6][CH:5]=[CH:4][CH:3]=1.[B:30]1([B:30]2[O:34][C:33]([CH3:36])([CH3:35])[C:32]([CH3:38])([CH3:37])[O:31]2)[O:34][C:33]([CH3:36])([CH3:35])[C:32]([CH3:38])([CH3:37])[O:31]1.CC([O-])=O.[K+]. The catalyst is C1COCC1. The product is [CH2:1]([O:8][CH2:9][CH2:10][CH2:11][O:12][C:13]1[C:14]([B:30]2[O:34][C:33]([CH3:36])([CH3:35])[C:32]([CH3:38])([CH3:37])[O:31]2)=[C:15]([CH:16]=[CH:17][C:18]=1[F:19])[CH:20]=[O:21])[C:2]1[CH:7]=[CH:6][CH:5]=[CH:4][CH:3]=1. The yield is 0.260.